Dataset: KCNQ2 potassium channel screen with 302,405 compounds. Task: Binary Classification. Given a drug SMILES string, predict its activity (active/inactive) in a high-throughput screening assay against a specified biological target. (1) The drug is S(=O)(=O)(N1CCCCC1)c1oc(cc1)C(OC)=O. The result is 0 (inactive). (2) The molecule is O(CCn1c(nc2c(c1=O)cccc2)c1ccc(OC)cc1)c1c(cc(cc1)C)C. The result is 0 (inactive).